From a dataset of NCI-60 drug combinations with 297,098 pairs across 59 cell lines. Regression. Given two drug SMILES strings and cell line genomic features, predict the synergy score measuring deviation from expected non-interaction effect. (1) Drug 1: CS(=O)(=O)OCCCCOS(=O)(=O)C. Drug 2: CC1=C(C(=O)C2=C(C1=O)N3CC4C(C3(C2COC(=O)N)OC)N4)N. Cell line: OVCAR3. Synergy scores: CSS=25.3, Synergy_ZIP=-6.61, Synergy_Bliss=-5.72, Synergy_Loewe=-56.7, Synergy_HSA=-5.42. (2) Drug 1: C1=CN(C(=O)N=C1N)C2C(C(C(O2)CO)O)O.Cl. Drug 2: C1=NC2=C(N1)C(=S)N=CN2. Cell line: HL-60(TB). Synergy scores: CSS=54.4, Synergy_ZIP=0.962, Synergy_Bliss=-1.32, Synergy_Loewe=-5.14, Synergy_HSA=3.50. (3) Cell line: MCF7. Synergy scores: CSS=43.7, Synergy_ZIP=-9.54, Synergy_Bliss=-6.12, Synergy_Loewe=-3.62, Synergy_HSA=-0.205. Drug 2: CC1C(C(CC(O1)OC2CC(CC3=C2C(=C4C(=C3O)C(=O)C5=CC=CC=C5C4=O)O)(C(=O)C)O)N)O. Drug 1: C1=NC2=C(N=C(N=C2N1C3C(C(C(O3)CO)O)F)Cl)N. (4) Drug 1: C1CCC(C1)C(CC#N)N2C=C(C=N2)C3=C4C=CNC4=NC=N3. Drug 2: CN(CC1=CN=C2C(=N1)C(=NC(=N2)N)N)C3=CC=C(C=C3)C(=O)NC(CCC(=O)O)C(=O)O. Cell line: SK-MEL-2. Synergy scores: CSS=2.53, Synergy_ZIP=-0.250, Synergy_Bliss=0.165, Synergy_Loewe=-22.8, Synergy_HSA=-6.04. (5) Drug 1: C1CC(=O)NC(=O)C1N2C(=O)C3=CC=CC=C3C2=O. Drug 2: N.N.Cl[Pt+2]Cl. Cell line: SK-MEL-5. Synergy scores: CSS=50.4, Synergy_ZIP=-0.276, Synergy_Bliss=-0.561, Synergy_Loewe=-17.5, Synergy_HSA=0.181.